From a dataset of Forward reaction prediction with 1.9M reactions from USPTO patents (1976-2016). Predict the product of the given reaction. (1) Given the reactants [NH2:1][C:2]([CH3:18])([CH2:5][O:6][C:7]1[CH:8]=[CH:9][C:10]2[CH2:14][O:13][B:12]([OH:15])[C:11]=2[C:16]=1[I:17])[C:3]#[N:4].CCN(C(C)C)C(C)C.[F:28][C:29]([F:41])([F:40])[O:30][C:31]1[CH:39]=[CH:38][C:34]([C:35](O)=[O:36])=[CH:33][CH:32]=1.Cl, predict the reaction product. The product is: [C:3]([C:2]([NH:1][C:35](=[O:36])[C:34]1[CH:38]=[CH:39][C:31]([O:30][C:29]([F:28])([F:40])[F:41])=[CH:32][CH:33]=1)([CH3:18])[CH2:5][O:6][C:7]1[CH:8]=[CH:9][C:10]2[CH2:14][O:13][B:12]([OH:15])[C:11]=2[C:16]=1[I:17])#[N:4]. (2) Given the reactants C(OC([NH:8][CH2:9][CH:10]1[CH2:15][CH2:14][N:13]([CH2:16][CH2:17][CH2:18][O:19][C:20]2[CH:29]=[C:28]3[C:23]([C:24]([NH:30][C:31]([NH:33][C:34]4[C:39]([CH3:40])=[CH:38][CH:37]=[CH:36][C:35]=4[CH3:41])=[O:32])=[N:25][CH:26]=[N:27]3)=[CH:22][C:21]=2[O:42][CH3:43])[CH2:12][CH2:11]1)=O)(C)(C)C.FC(F)(F)C(O)=O, predict the reaction product. The product is: [NH2:8][CH2:9][CH:10]1[CH2:15][CH2:14][N:13]([CH2:16][CH2:17][CH2:18][O:19][C:20]2[CH:29]=[C:28]3[C:23]([C:24]([NH:30][C:31]([NH:33][C:34]4[C:35]([CH3:41])=[CH:36][CH:37]=[CH:38][C:39]=4[CH3:40])=[O:32])=[N:25][CH:26]=[N:27]3)=[CH:22][C:21]=2[O:42][CH3:43])[CH2:12][CH2:11]1. (3) Given the reactants [CH3:1][C:2]([CH3:18])([CH3:17])[CH2:3][NH:4][C:5]([CH:7]([C:9]1[CH:16]=[CH:15][C:12]([C:13]#[N:14])=[CH:11][CH:10]=1)[CH3:8])=[O:6], predict the reaction product. The product is: [CH3:17][C:2]([CH3:1])([CH3:18])[CH2:3][NH:4][C:5]([CH:7]([C:9]1[CH:10]=[CH:11][C:12]([CH2:13][NH2:14])=[CH:15][CH:16]=1)[CH3:8])=[O:6]. (4) The product is: [NH2:1][C:2]1[S:3][C:4]([C:17]2[CH:22]=[CH:21][CH:20]=[C:19]([F:23])[CH:18]=2)=[C:5]([C:7]([N:9]2[C@H:14]([CH2:15][NH:16][C:34]([C:27]3[C:28]4[C:33](=[CH:32][CH:31]=[CH:30][CH:29]=4)[N:25]([CH3:24])[CH:26]=3)=[O:35])[CH2:13][C@H:12]3[C@@H:10]2[CH2:11]3)=[O:8])[N:6]=1. Given the reactants [NH2:1][C:2]1[S:3][C:4]([C:17]2[CH:22]=[CH:21][CH:20]=[C:19]([F:23])[CH:18]=2)=[C:5]([C:7]([N:9]2[C@H:14]([CH2:15][NH2:16])[CH2:13][C@H:12]3[C@@H:10]2[CH2:11]3)=[O:8])[N:6]=1.[CH3:24][N:25]1[C:33]2[C:28](=[CH:29][CH:30]=[CH:31][CH:32]=2)[C:27]([C:34](O)=[O:35])=[CH:26]1, predict the reaction product. (5) The product is: [F:1][C:2]1[CH:3]=[CH:4][C:5]([N:8]2[C:16]3[C:11](=[CH:12][C:13]([O:17][C@H:18]([C:22]4[CH:27]=[CH:26][CH:25]=[C:24]([O:28][CH3:29])[CH:23]=4)[C@@H:19]([NH:21][C:35]([C:31]4[S:30][CH:34]=[CH:33][CH:32]=4)=[O:36])[CH3:20])=[CH:14][CH:15]=3)[CH:10]=[N:9]2)=[CH:6][CH:7]=1. Given the reactants [F:1][C:2]1[CH:7]=[CH:6][C:5]([N:8]2[C:16]3[C:11](=[CH:12][C:13]([O:17][C@H:18]([C:22]4[CH:27]=[CH:26][CH:25]=[C:24]([O:28][CH3:29])[CH:23]=4)[C@@H:19]([NH2:21])[CH3:20])=[CH:14][CH:15]=3)[CH:10]=[N:9]2)=[CH:4][CH:3]=1.[S:30]1[CH:34]=[CH:33][CH:32]=[C:31]1[C:35](O)=[O:36], predict the reaction product. (6) Given the reactants C(OO)(C)(C)C.[Br:7][C:8]1[CH:9]=[C:10]([C:14]2([C:26]3[CH:31]=[CH:30][N:29]=[CH:28][CH:27]=3)[C:18]3=[N:19][CH2:20][C:21]([F:24])([F:23])[CH2:22][N:17]3[C:16](=S)[NH:15]2)[CH:11]=[CH:12][CH:13]=1.[NH3:32], predict the reaction product. The product is: [Br:7][C:8]1[CH:9]=[C:10]([C:14]2([C:26]3[CH:31]=[CH:30][N:29]=[CH:28][CH:27]=3)[C:18]3=[N:19][CH2:20][C:21]([F:24])([F:23])[CH2:22][N:17]3[C:16]([NH2:32])=[N:15]2)[CH:11]=[CH:12][CH:13]=1. (7) Given the reactants [NH2:1][C:2]1[C:3]([NH:11][C@H:12]2[CH2:17][CH2:16][C@H:15]([CH2:18][CH2:19][C:20]#[N:21])[CH2:14][CH2:13]2)=[C:4]2[S:10][CH:9]=[CH:8][C:5]2=[N:6][CH:7]=1.[OH:22][C@H:23]([CH3:27])[C:24](O)=[O:25].C(N(CC)C(C)C)(C)C.F[P-](F)(F)(F)(F)F.C[N+](C)=C(N(C)C)ON1C2N=CC=CC=2N=N1, predict the reaction product. The product is: [C:20]([CH2:19][CH2:18][C@H:15]1[CH2:14][CH2:13][C@H:12]([NH:11][C:3]2[C:2]([NH:1][C:24](=[O:25])[C@H:23]([OH:22])[CH3:27])=[CH:7][N:6]=[C:5]3[CH:8]=[CH:9][S:10][C:4]=23)[CH2:17][CH2:16]1)#[N:21]. (8) Given the reactants Cl[CH2:2][CH2:3][C:4]([C:6]1[CH:19]=[CH:18][C:17]2[O:16][C:15]3[C:10](=[CH:11][C:12]([C:20](=[O:24])[CH2:21][CH2:22]Cl)=[CH:13][CH:14]=3)[CH2:9][C:8]=2[CH:7]=1)=[O:5].[F:25][C:26]([F:40])([F:39])[C:27]1[CH:28]=[C:29]([N:33]2[CH2:38][CH2:37][NH:36][CH2:35][CH2:34]2)[CH:30]=[CH:31][CH:32]=1, predict the reaction product. The product is: [F:40][C:26]([F:25])([F:39])[C:27]1[CH:28]=[C:29]([N:33]2[CH2:38][CH2:37][N:36]([CH2:2][CH2:3][C:4]([C:6]3[CH:19]=[CH:18][C:17]4[O:16][C:15]5[C:10](=[CH:11][C:12]([C:20](=[O:24])[CH2:21][CH2:22][N:36]6[CH2:35][CH2:34][N:33]([C:29]7[CH:30]=[CH:31][CH:32]=[C:27]([C:26]([F:39])([F:40])[F:25])[CH:28]=7)[CH2:38][CH2:37]6)=[CH:13][CH:14]=5)[CH2:9][C:8]=4[CH:7]=3)=[O:5])[CH2:35][CH2:34]2)[CH:30]=[CH:31][CH:32]=1. (9) Given the reactants [N:1]([C@@H:4]([CH:31]([C:39]1[CH:44]=[CH:43][CH:42]=[C:41]([F:45])[CH:40]=1)[C:32]1[CH:37]=[CH:36][CH:35]=[C:34]([F:38])[CH:33]=1)[C:5]([NH:7][C:8]1[CH:29]=[CH:28][CH:27]=[C:26]([F:30])[C:9]=1[CH2:10][CH2:11][C@H:12]1[CH2:16][O:15]C(C)(C)[N:13]1C(OC(C)(C)C)=O)=[O:6])=[N+:2]=[N-:3].FC(F)(F)C(O)=O.O, predict the reaction product. The product is: [NH2:13][C@H:12]([CH2:16][OH:15])[CH2:11][CH2:10][C:9]1[C:26]([F:30])=[CH:27][CH:28]=[CH:29][C:8]=1[NH:7][C:5](=[O:6])[C@@H:4]([N:1]=[N+:2]=[N-:3])[CH:31]([C:39]1[CH:44]=[CH:43][CH:42]=[C:41]([F:45])[CH:40]=1)[C:32]1[CH:37]=[CH:36][CH:35]=[C:34]([F:38])[CH:33]=1.